Dataset: Full USPTO retrosynthesis dataset with 1.9M reactions from patents (1976-2016). Task: Predict the reactants needed to synthesize the given product. (1) The reactants are: ClC(Cl)(Cl)CO[C:5](=[O:23])[NH:6][C:7]1[N:8]([C:16]2[CH:21]=[CH:20][C:19]([CH3:22])=[CH:18][CH:17]=2)[N:9]=[C:10]([C:12]([CH3:15])([CH3:14])[CH3:13])[CH:11]=1.[CH3:26][C@H:27]1[CH2:32][CH2:31][CH2:30][CH2:29][N:28]1[C:33]1[N:37]2[CH:38]=[C:39]([O:42][C@H:43]3[C:52]4[C:47](=[CH:48][CH:49]=[CH:50][CH:51]=4)[C@@H:46]([NH2:53])[CH2:45][CH2:44]3)[CH:40]=[CH:41][C:36]2=[N:35][N:34]=1.CCN(C(C)C)C(C)C.CO. Given the product [C:12]([C:10]1[CH:11]=[C:7]([NH:6][C:5]([NH:53][C@@H:46]2[C:47]3[C:52](=[CH:51][CH:50]=[CH:49][CH:48]=3)[C@H:43]([O:42][C:39]3[CH:40]=[CH:41][C:36]4[N:37]([C:33]([N:28]5[CH2:29][CH2:30][CH2:31][CH2:32][C@@H:27]5[CH3:26])=[N:34][N:35]=4)[CH:38]=3)[CH2:44][CH2:45]2)=[O:23])[N:8]([C:16]2[CH:21]=[CH:20][C:19]([CH3:22])=[CH:18][CH:17]=2)[N:9]=1)([CH3:15])([CH3:14])[CH3:13], predict the reactants needed to synthesize it. (2) Given the product [CH3:13][O:14][C:15](=[O:44])[C@@H:16]([NH:36][C:37]([O:39][C:40]([CH3:42])([CH3:41])[CH3:43])=[O:38])[CH2:17][C:18]1[CH:23]=[CH:22][C:21]([C:24]2[C:25]([O:34][CH3:35])=[CH:26][C:27]([CH:32]=[N:2][OH:3])=[CH:28][C:29]=2[O:30][CH3:31])=[CH:20][CH:19]=1, predict the reactants needed to synthesize it. The reactants are: Cl.[NH2:2][OH:3].C(N(C(C)C)CC)(C)C.[CH3:13][O:14][C:15](=[O:44])[C@@H:16]([NH:36][C:37]([O:39][C:40]([CH3:43])([CH3:42])[CH3:41])=[O:38])[CH2:17][C:18]1[CH:23]=[CH:22][C:21]([C:24]2[C:29]([O:30][CH3:31])=[CH:28][C:27]([CH:32]=O)=[CH:26][C:25]=2[O:34][CH3:35])=[CH:20][CH:19]=1. (3) Given the product [F:1][C:2]([F:6])([F:5])[CH2:3][O:4][CH:20]([O:23][CH2:3][C:2]([F:6])([F:5])[F:1])[C:19]1[CH:18]=[CH:17][C:12]([C:13]([OH:15])=[O:14])=[CH:11][C:10]=1[Cl:9], predict the reactants needed to synthesize it. The reactants are: [F:1][C:2]([F:6])([F:5])[CH2:3][OH:4].[H-].[Na+].[Cl:9][C:10]1[CH:11]=[C:12]([CH:17]=[CH:18][C:19]=1[CH:20](Br)Br)[C:13]([O:15]C)=[O:14].[OH-:23].[Na+]. (4) Given the product [OH:26][CH2:25][CH2:24][CH2:23][CH2:22][CH2:21][CH2:20][O:1][C:2]1[CH:3]=[C:4]2[C:9](=[CH:10][CH:11]=1)[CH:8]=[C:7]([C:12]([OH:14])=[O:13])[CH:6]=[CH:5]2, predict the reactants needed to synthesize it. The reactants are: [OH:1][C:2]1[CH:3]=[C:4]2[C:9](=[CH:10][CH:11]=1)[CH:8]=[C:7]([C:12]([OH:14])=[O:13])[CH:6]=[CH:5]2.[I-].[K+].[OH-].[K+].Cl[CH2:20][CH2:21][CH2:22][CH2:23][CH2:24][CH2:25][OH:26].Cl. (5) The reactants are: [Br:1][C:2]1[CH:3]=[CH:4][C:5]([C:8]([CH3:13])([CH3:12])[C:9](Cl)=[O:10])=[N:6][CH:7]=1.[Si]([CH:18]=[N+:19]=[N-:20])(C)(C)C.CCN(CC)CC.CC#N. Given the product [Br:1][C:2]1[CH:3]=[CH:4][C:5]([C:8]([CH3:13])([CH3:12])[C:9](=[O:10])[CH:18]=[N+:19]=[N-:20])=[N:6][CH:7]=1, predict the reactants needed to synthesize it. (6) Given the product [C:1]([C:5]1[CH:6]=[C:7]([C@@H:11]([NH:13][C:43]([C:39]2[CH:38]=[C:37]3[C:42](=[CH:41][CH:40]=2)[N:34]([CH2:33][C:30]2[CH:29]=[CH:28][C:27]([C:22]4[C:21]([C:19]([OH:20])=[O:18])=[CH:26][CH:25]=[CH:24][CH:23]=4)=[CH:32][CH:31]=2)[C:35]([CH3:47])=[C:36]3[CH3:46])=[O:44])[CH3:12])[CH:8]=[CH:9][CH:10]=1)([CH3:4])([CH3:2])[CH3:3], predict the reactants needed to synthesize it. The reactants are: [C:1]([C:5]1[CH:6]=[C:7]([C@@H:11]([NH2:13])[CH3:12])[CH:8]=[CH:9][CH:10]=1)([CH3:4])([CH3:3])[CH3:2].C([O:18][C:19]([C:21]1[CH:26]=[CH:25][CH:24]=[CH:23][C:22]=1[C:27]1[CH:32]=[CH:31][C:30]([CH2:33][N:34]2[C:42]3[C:37](=[CH:38][C:39]([C:43](O)=[O:44])=[CH:40][CH:41]=3)[C:36]([CH3:46])=[C:35]2[CH3:47])=[CH:29][CH:28]=1)=[O:20])(C)(C)C. (7) The reactants are: [CH3:1][N:2]([CH2:4][CH2:5][CH2:6][C:7]1([C:18]2[CH:19]=[CH:20][C:21]([F:24])=[CH:22][CH:23]=2)[O:15][CH2:14][C:13]2[CH:12]=[C:11]([C:16]#N)[CH:10]=[CH:9][C:8]1=2)[CH3:3].Br.C(=O)([O-])[O-:27].[Na+].[Na+]. Given the product [CH3:1][N:2]([CH3:3])[CH2:4][CH2:5][CH2:6][C:7]1([C:18]2[CH:23]=[CH:22][C:21]([F:24])=[CH:20][CH:19]=2)[C:8]2[CH:9]=[CH:10][C:11]([CH:16]=[O:27])=[CH:12][C:13]=2[CH2:14][O:15]1, predict the reactants needed to synthesize it.